From a dataset of Forward reaction prediction with 1.9M reactions from USPTO patents (1976-2016). Predict the product of the given reaction. (1) Given the reactants [CH3:1][O:2][C:3]([C:5]1[N:6]([C:19]([O:21][C:22]([CH3:25])([CH3:24])[CH3:23])=[O:20])[C:7]2[C:12]([CH:13]=1)=[CH:11][C:10]([CH2:14]Br)=[CH:9][C:8]=2[N+:16]([O-:18])=[O:17])=[O:4].[C:26]1(=[O:36])[NH:30][C:29](=[O:31])[C:28]2=[CH:32][CH:33]=[CH:34][CH:35]=[C:27]12.[K].O, predict the reaction product. The product is: [CH3:1][O:2][C:3]([C:5]1[N:6]([C:19]([O:21][C:22]([CH3:25])([CH3:24])[CH3:23])=[O:20])[C:7]2[C:12]([CH:13]=1)=[CH:11][C:10]([CH2:14][N:30]1[C:26](=[O:36])[C:27]3[C:28](=[CH:32][CH:33]=[CH:34][CH:35]=3)[C:29]1=[O:31])=[CH:9][C:8]=2[N+:16]([O-:18])=[O:17])=[O:4]. (2) Given the reactants [F:1][C:2]1[CH:3]=[CH:4][C:5]([CH3:11])=[C:6]([CH:10]=1)[C:7]([OH:9])=[O:8].[Br:12]N1C(=O)CCC1=O, predict the reaction product. The product is: [Br:12][CH2:11][C:5]1[CH:4]=[CH:3][C:2]([F:1])=[CH:10][C:6]=1[C:7]([OH:9])=[O:8]. (3) The product is: [C:1]([O:5][C:6](=[O:33])[N:7]([CH2:39][CH2:38][N:36]([CH3:37])[CH3:35])[S:8]([C:11]1[CH:12]=[CH:13][C:14]([N:17]2[C:21]([C:22]3[CH:23]=[CH:24][C:25]([CH3:28])=[CH:26][CH:27]=3)=[CH:20][C:19]([C:29]([F:31])([F:32])[F:30])=[N:18]2)=[CH:15][CH:16]=1)(=[O:9])=[O:10])([CH3:4])([CH3:2])[CH3:3]. Given the reactants [C:1]([O:5][C:6](=[O:33])[NH:7][S:8]([C:11]1[CH:16]=[CH:15][C:14]([N:17]2[C:21]([C:22]3[CH:27]=[CH:26][C:25]([CH3:28])=[CH:24][CH:23]=3)=[CH:20][C:19]([C:29]([F:32])([F:31])[F:30])=[N:18]2)=[CH:13][CH:12]=1)(=[O:10])=[O:9])([CH3:4])([CH3:3])[CH3:2].Cl.[CH3:35][N:36]([CH2:38][CH2:39]Cl)[CH3:37], predict the reaction product. (4) Given the reactants [C:1]([O:5][C:6](=[O:17])[CH2:7][CH2:8][N:9]1[CH2:14][CH2:13][NH:12][C@@H:11]([CH3:15])[C:10]1=[O:16])([CH3:4])([CH3:3])[CH3:2].[Cl:18][C:19]1[CH:20]=[C:21]([N:26]=[C:27]=[O:28])[CH:22]=[CH:23][C:24]=1[Cl:25].C(N(CC)CC)C, predict the reaction product. The product is: [C:1]([O:5][C:6](=[O:17])[CH2:7][CH2:8][N:9]1[CH2:14][CH2:13][N:12]([C:27](=[O:28])[NH:26][C:21]2[CH:22]=[CH:23][C:24]([Cl:25])=[C:19]([Cl:18])[CH:20]=2)[C@@H:11]([CH3:15])[C:10]1=[O:16])([CH3:2])([CH3:4])[CH3:3]. (5) Given the reactants [C:1]1([C:7]2([C:13]([CH:15]([C:21](OCC)=[O:22])[C:16]([O:18][CH2:19][CH3:20])=[O:17])=[O:14])[CH2:12][CH2:11][O:10][CH2:9][CH2:8]2)[CH:6]=[CH:5][CH:4]=[CH:3][CH:2]=1.O=P12OP3(OP(OP(O3)(O1)=O)(=O)O2)=O.OS(O)(=O)=O, predict the reaction product. The product is: [OH:22][C:21]1[C:2]2[C:1](=[CH:6][CH:5]=[CH:4][CH:3]=2)[C:7]2([CH2:12][CH2:11][O:10][CH2:9][CH2:8]2)[C:13](=[O:14])[C:15]=1[C:16]([O:18][CH2:19][CH3:20])=[O:17]. (6) Given the reactants [NH:1]1[C:5]2=[N:6][CH:7]=[CH:8][CH:9]=[C:4]2[CH:3]=[CH:2]1.[F:10][C:11]1[CH:16]=[CH:15][CH:14]=[CH:13][C:12]=1[N:17]1[CH2:22][CH2:21][NH:20][CH2:19][CH2:18]1.[C:23]([O-])(=O)C.[Na+].C=O, predict the reaction product. The product is: [F:10][C:11]1[CH:16]=[CH:15][CH:14]=[CH:13][C:12]=1[N:17]1[CH2:22][CH2:21][N:20]([CH2:23][C:3]2[C:4]3[C:5](=[N:6][CH:7]=[CH:8][CH:9]=3)[NH:1][CH:2]=2)[CH2:19][CH2:18]1. (7) Given the reactants [OH:1][N:2]=[C:3](Cl)[C:4]1[CH:5]=[N:6][CH:7]=[N:8][CH:9]=1.[C:11]([C:13]1[CH:18]=[CH:17][C:16]([CH3:19])=[CH:15][CH:14]=1)#[CH:12].N, predict the reaction product. The product is: [N:6]1[CH:5]=[C:4]([C:3]2[CH:12]=[C:11]([C:13]3[CH:18]=[CH:17][C:16]([CH3:19])=[CH:15][CH:14]=3)[O:1][N:2]=2)[CH:9]=[N:8][CH:7]=1.